This data is from Forward reaction prediction with 1.9M reactions from USPTO patents (1976-2016). The task is: Predict the product of the given reaction. (1) Given the reactants [F:1][C:2]1[CH:14]=[CH:13][C:5]([C:6](=[O:12])[NH:7][CH2:8][C:9]([OH:11])=O)=[CH:4][CH:3]=1.Cl.[Cl:16][C:17]1[CH:22]=[CH:21][C:20]([C:23]([F:26])([F:25])[F:24])=[CH:19][C:18]=1[CH:27]([NH2:34])[C:28]1[CH:33]=[CH:32][CH:31]=[CH:30][CH:29]=1, predict the reaction product. The product is: [Cl:16][C:17]1[CH:22]=[CH:21][C:20]([C:23]([F:25])([F:26])[F:24])=[CH:19][C:18]=1[CH:27]([NH:34][C:9]([CH2:8][NH:7][C:6](=[O:12])[C:5]1[CH:4]=[CH:3][C:2]([F:1])=[CH:14][CH:13]=1)=[O:11])[C:28]1[CH:29]=[CH:30][CH:31]=[CH:32][CH:33]=1. (2) The product is: [Cl:10][C:11]1[CH:12]=[CH:13][C:14]([C:17]2([NH:20][C:21]3[N:26]=[C:25]([O:27][CH2:28][C:29]([F:32])([F:30])[F:31])[N:24]=[C:23]([NH:33][C:34]4[CH:35]=[CH:36][C:37]([C:38]([OH:40])=[O:39])=[CH:41][CH:42]=4)[N:22]=3)[CH2:19][CH2:18]2)=[CH:15][CH:16]=1.[CH3:49][N:47]([C:46]([O:50][N:51]1[N:59]=[N:58][C:53]2[CH:54]=[CH:55][CH:56]=[N:57][C:52]1=2)=[N+:44]([CH3:45])[CH3:43])[CH3:48].[F:60][P-:61]([F:66])([F:65])([F:64])([F:63])[F:62].[CH3:1][CH2:2][N:3]([CH:7]([CH3:9])[CH3:8])[CH:4]([CH3:6])[CH3:5]. Given the reactants [CH3:1][CH2:2][N:3]([CH:7]([CH3:9])[CH3:8])[CH:4]([CH3:6])[CH3:5].[Cl:10][C:11]1[CH:16]=[CH:15][C:14]([C:17]2([NH:20][C:21]3[N:26]=[C:25]([O:27][CH2:28][C:29]([F:32])([F:31])[F:30])[N:24]=[C:23]([NH:33][C:34]4[CH:42]=[CH:41][C:37]([C:38]([OH:40])=[O:39])=[CH:36][CH:35]=4)[N:22]=3)[CH2:19][CH2:18]2)=[CH:13][CH:12]=1.[CH3:43][N:44]([C:46]([O:50][N:51]1[N:59]=[N:58][C:53]2[CH:54]=[CH:55][CH:56]=[N:57][C:52]1=2)=[N+:47]([CH3:49])[CH3:48])[CH3:45].[F:60][P-:61]([F:66])([F:65])([F:64])([F:63])[F:62], predict the reaction product.